From a dataset of Peptide-MHC class I binding affinity with 185,985 pairs from IEDB/IMGT. Regression. Given a peptide amino acid sequence and an MHC pseudo amino acid sequence, predict their binding affinity value. This is MHC class I binding data. (1) The peptide sequence is KSLGIDQIW. The MHC is HLA-A11:01 with pseudo-sequence HLA-A11:01. The binding affinity (normalized) is 0.0847. (2) The peptide sequence is GTEEIRSLF. The MHC is HLA-A30:01 with pseudo-sequence HLA-A30:01. The binding affinity (normalized) is 0.140. (3) The peptide sequence is ATETLAGAW. The MHC is Mamu-B52 with pseudo-sequence Mamu-B52. The binding affinity (normalized) is 0.353.